From a dataset of Reaction yield outcomes from USPTO patents with 853,638 reactions. Predict the reaction yield, written as a fraction of the theoretical maximum amount of product (1.0 means a 100% yield; for example, 0.34 means a 34% yield). (1) The reactants are [CH3:1][N:2]1[C:6]2[C:7]3[CH:8]=[CH:9][CH:10]=[CH:11][C:12]=3[O:13][CH2:14][C:5]=2[C:4]([CH2:15][OH:16])=[N:3]1.C[N+]1([O-])CCOCC1. The product is [CH3:1][N:2]1[C:6]2[C:7]3[CH:8]=[CH:9][CH:10]=[CH:11][C:12]=3[O:13][CH2:14][C:5]=2[C:4]([CH:15]=[O:16])=[N:3]1. The yield is 0.400. The catalyst is ClCCl.CCC[N+](CCC)(CCC)CCC.[O-][Ru](=O)(=O)=O. (2) The reactants are [CH3:1][C:2]1[CH:10]=[CH:9][C:8]([N+:11]([O-:13])=[O:12])=[CH:7][C:3]=1[C:4]([OH:6])=[O:5].OS(O)(=O)=O.[CH3:19]O. No catalyst specified. The product is [CH3:19][O:5][C:4](=[O:6])[C:3]1[CH:7]=[C:8]([N+:11]([O-:13])=[O:12])[CH:9]=[CH:10][C:2]=1[CH3:1]. The yield is 0.730.